Dataset: Full USPTO retrosynthesis dataset with 1.9M reactions from patents (1976-2016). Task: Predict the reactants needed to synthesize the given product. (1) Given the product [F:1][C:2]1[C:3]([CH3:18])=[C:4]([C:10]2[CH:15]=[CH:14][CH:13]=[C:12]([CH:16]=[O:17])[CH:11]=2)[C:5]([CH3:9])=[CH:6][C:7]=1[O:8][CH2:30][CH2:31][CH2:32][S:33]([CH3:36])(=[O:35])=[O:34], predict the reactants needed to synthesize it. The reactants are: [F:1][C:2]1[C:3]([CH3:18])=[C:4]([C:10]2[CH:15]=[CH:14][CH:13]=[C:12]([CH:16]=[O:17])[CH:11]=2)[C:5]([CH3:9])=[CH:6][C:7]=1[OH:8].CC1C=CC(S(O[CH2:30][CH2:31][CH2:32][S:33]([CH3:36])(=[O:35])=[O:34])(=O)=O)=CC=1.C(=O)([O-])[O-].[K+].[K+].O. (2) Given the product [Cl:27][C:24]1[N:23]=[CH:22][C:21]([C:18]2[CH:17]=[CH:16][C:15]([C:13]3[N:12]([S:28]([C:31]4[CH:32]=[N:33][CH:34]=[CH:35][CH:36]=4)(=[O:30])=[O:29])[CH:11]=[C:10]([CH2:9][NH:7][CH3:6])[CH:14]=3)=[CH:20][N:19]=2)=[CH:26][CH:25]=1, predict the reactants needed to synthesize it. The reactants are: C(O[C:6](=O)[N:7]([CH2:9][C:10]1[CH:14]=[C:13]([C:15]2[CH:16]=[CH:17][C:18]([C:21]3[CH:22]=[N:23][C:24]([Cl:27])=[CH:25][CH:26]=3)=[N:19][CH:20]=2)[N:12]([S:28]([C:31]2[CH:32]=[N:33][CH:34]=[CH:35][CH:36]=2)(=[O:30])=[O:29])[CH:11]=1)C)(C)(C)C.C(OCC)(=O)C.Cl. (3) Given the product [F:1][C:2]1[N:7]2[CH:8]=[C:9]([CH2:11][N:12]([CH3:23])[C@@H:13]3[C:22]4[N:21]=[CH:20][CH:19]=[CH:18][C:17]=4[CH2:16][CH2:15][CH2:14]3)[N:10]=[C:6]2[CH:5]=[CH:4][CH:3]=1, predict the reactants needed to synthesize it. The reactants are: [F:1][C:2]1[N:7]2[CH:8]=[C:9]([CH2:11][N:12]([C@H:23](C3C=CC(OC)=CC=3)C)[C@@H:13]3[C:22]4[N:21]=[CH:20][CH:19]=[CH:18][C:17]=4[CH2:16][CH2:15][CH2:14]3)[N:10]=[C:6]2[CH:5]=[CH:4][CH:3]=1.C=O. (4) Given the product [CH2:1]([O:8][C:9]([N:11]1[C@H:15]([C:16](=[O:29])[NH:17][C:18]2[CH:23]=[CH:22][CH:21]=[C:20]([O:24][C:25]([F:26])([F:27])[F:28])[CH:19]=2)[CH2:14][CH2:13][C@@H:12]1[CH2:30][NH2:31])=[O:10])[C:2]1[CH:7]=[CH:6][CH:5]=[CH:4][CH:3]=1, predict the reactants needed to synthesize it. The reactants are: [CH2:1]([O:8][C:9]([N:11]1[C@H:15]([C:16](=[O:29])[NH:17][C:18]2[CH:23]=[CH:22][CH:21]=[C:20]([O:24][C:25]([F:28])([F:27])[F:26])[CH:19]=2)[CH2:14][CH2:13][C@@H:12]1[CH2:30][N:31]=[N+]=[N-])=[O:10])[C:2]1[CH:7]=[CH:6][CH:5]=[CH:4][CH:3]=1.C1(P(C2C=CC=CC=2)C2C=CC=CC=2)C=CC=CC=1.